From a dataset of Forward reaction prediction with 1.9M reactions from USPTO patents (1976-2016). Predict the product of the given reaction. (1) The product is: [ClH:37].[N:38]12[CH2:43][CH2:42][CH:41]([CH2:44][CH2:45]1)[C@@H:40]([NH:46][C:47]([C:49]1[S:50][C:51]3[C:57]([C:2]4[CH:7]=[CH:6][CH:5]=[CH:4][C:3]=4[N:8]4[CH2:13][CH2:12][O:11][CH2:10][CH2:9]4)=[CH:56][CH:55]=[CH:54][C:52]=3[CH:53]=1)=[O:48])[CH2:39]2. Given the reactants Br[C:2]1[CH:7]=[CH:6][CH:5]=[CH:4][C:3]=1[N:8]1[CH2:13][CH2:12][O:11][CH2:10][CH2:9]1.B1(B2OC(C)(C)C(C)(C)O2)OC(C)(C)C(C)(C)O1.C([O-])(=O)C.[K+].[ClH:37].[N:38]12[CH2:45][CH2:44][CH:41]([CH2:42][CH2:43]1)[C@@H:40]([NH:46][C:47]([C:49]1[S:50][C:51]3[C:57](Br)=[CH:56][CH:55]=[CH:54][C:52]=3[CH:53]=1)=[O:48])[CH2:39]2.C(=O)([O-])[O-].[Na+].[Na+], predict the reaction product. (2) Given the reactants COC([C:5]1[O:6][C:7]2[CH:13]=[C:12]([O:14][C:15]3[S:16][C:17]4[C:18]([N:23]=3)=[N:19][CH:20]=[CH:21][CH:22]=4)[CH:11]=[CH:10][C:8]=2[CH:9]=1)=O.CC(C[AlH]CC(C)C)C.[C@H](O)(C([O-])=O)[C@@H](O)[C:35]([O-])=[O:36].[Na+].[K+], predict the reaction product. The product is: [S:16]1[C:17]2[C:18](=[N:19][CH:20]=[CH:21][CH:22]=2)[N:23]=[C:15]1[O:14][C:12]1[CH:11]=[CH:10][C:8]2[C:9]([CH2:35][OH:36])=[CH:5][O:6][C:7]=2[CH:13]=1. (3) Given the reactants [N:1]1[CH:6]=[CH:5][C:4]([CH:7]([CH3:10])C=O)=[CH:3][CH:2]=1.[C:11]([O:15][C:16](=[O:37])[NH:17][CH:18]([C:28]([N:30]1[CH2:35][CH2:34][CH:33]([CH3:36])[CH2:32][CH2:31]1)=[O:29])CCC1C=CC=CC=1Cl)([CH3:14])([CH3:13])[CH3:12].ClC1C=CC=CC=1C=CC=O, predict the reaction product. The product is: [C:11]([O:15][C:16](=[O:37])[NH:17][CH:18]([C:28]([N:30]1[CH2:35][CH2:34][CH:33]([CH3:36])[CH2:32][CH2:31]1)=[O:29])[CH2:10][CH2:7][C:4]1[CH:3]=[CH:2][N:1]=[CH:6][CH:5]=1)([CH3:14])([CH3:12])[CH3:13]. (4) The product is: [NH2:35][C:36]1[NH:45][C:44](=[O:46])[C:43]2[C:38](=[N:39][CH:40]=[C:41]([CH2:47][NH:52][CH2:50][CH2:49][N:26]3[CH2:27][CH2:28][CH:23]([S:22][CH2:4][CH:5]4[CH:9]([OH:10])[CH:8]([OH:11])[CH:7]([N:12]5[CH:20]=[N:19][C:18]6[C:13]5=[N:14][CH:15]=[N:16][C:17]=6[NH2:21])[O:6]4)[CH2:24][CH2:25]3)[N:42]=2)[N:37]=1. Given the reactants NCC[CH:4]([S:22][CH:23]1[CH2:28][CH2:27][NH:26][CH2:25][CH2:24]1)[CH:5]1[CH:9]([OH:10])[CH:8]([OH:11])[CH:7]([N:12]2[CH:20]=[N:19][C:18]3[C:13]2=[N:14][CH:15]=[N:16][C:17]=3[NH2:21])[O:6]1.C(=O)([O-])[O-].[K+].[K+].[NH2:35][C:36]1[NH:45][C:44](=[O:46])[C:43]2[C:38](=[N:39][CH:40]=[C:41]([CH2:47]Br)[N:42]=2)[N:37]=1.[CH3:49][C:50]([N:52](C)C)=O, predict the reaction product. (5) Given the reactants [NH2:1][C:2]1[CH:3]=[C:4]([CH:7]=[CH:8][CH:9]=1)[C:5]#[N:6].N1C=CC=CC=1.[F:16][C:17]([F:28])([F:27])[C:18](O[C:18](=[O:19])[C:17]([F:28])([F:27])[F:16])=[O:19], predict the reaction product. The product is: [C:5]([C:4]1[CH:3]=[C:2]([NH:1][C:18](=[O:19])[C:17]([F:28])([F:27])[F:16])[CH:9]=[CH:8][CH:7]=1)#[N:6]. (6) Given the reactants [NH2:1][C:2]1[CH:7]=[CH:6][N:5]=[CH:4][CH:3]=1.CC(C)([O-])C.[K+].[CH3:14][S:15][C:16]1[C:20]([C:21]#[N:22])=[C:19](SC)[S:18][N:17]=1.[Cl-].[NH4+], predict the reaction product. The product is: [CH3:14][S:15][C:16]1[C:20]([C:21]#[N:22])=[C:19]([NH:1][C:2]2[CH:7]=[CH:6][N:5]=[CH:4][CH:3]=2)[S:18][N:17]=1. (7) Given the reactants Cl.[CH:2]1([CH2:5][O:6][C:7]2[CH:12]=[CH:11][C:10]([O:13][CH3:14])=[CH:9][C:8]=2[C:15]2[CH:20]=[CH:19][N:18]=[C:17]3[C:21]([C:25]([NH:27][C@H:28]4[C@H:32]([OH:33])[CH2:31][NH:30][CH2:29]4)=[O:26])=[C:22]([CH3:24])[NH:23][C:16]=23)[CH2:4][CH2:3]1.[CH3:34][O:35][CH2:36][C:37](Cl)=[O:38], predict the reaction product. The product is: [CH:2]1([CH2:5][O:6][C:7]2[CH:12]=[CH:11][C:10]([O:13][CH3:14])=[CH:9][C:8]=2[C:15]2[CH:20]=[CH:19][N:18]=[C:17]3[C:21]([C:25]([NH:27][C@H:28]4[C@H:32]([OH:33])[CH2:31][N:30]([C:37](=[O:38])[CH2:36][O:35][CH3:34])[CH2:29]4)=[O:26])=[C:22]([CH3:24])[NH:23][C:16]=23)[CH2:4][CH2:3]1. (8) Given the reactants [C:1]([O:5][C:6]([C:8]1[CH:9]=[C:10]([CH:39]=[CH:40][CH:41]=1)[CH2:11][N:12]1[C:16](=[O:17])[C:15]2([CH2:22][CH2:21][N:20](C(OCC3C=CC=CC=3)=O)[CH2:19][CH2:18]2)[N:14]([C:33]2[CH:38]=[CH:37][CH:36]=[CH:35][CH:34]=2)[CH2:13]1)=[O:7])([CH3:4])([CH3:3])[CH3:2], predict the reaction product. The product is: [O:17]=[C:16]1[C:15]2([CH2:22][CH2:21][NH:20][CH2:19][CH2:18]2)[N:14]([C:33]2[CH:34]=[CH:35][CH:36]=[CH:37][CH:38]=2)[CH2:13][N:12]1[CH2:11][C:10]1[CH:9]=[C:8]([CH:41]=[CH:40][CH:39]=1)[C:6]([O:5][C:1]([CH3:4])([CH3:2])[CH3:3])=[O:7]. (9) Given the reactants [F:1][C:2]([F:41])([F:40])[C:3]1[CH:4]=[C:5]([CH:13]([C:35]2[N:36]=[N:37][NH:38][N:39]=2)[N:14]2[C:23]3[C:18](=[CH:19][CH:20]=[C:21]([C:24]([F:27])([F:26])[F:25])[CH:22]=3)[N:17]([C:28]([O:30][CH2:31][CH3:32])=[O:29])[CH:16]([CH2:33][CH3:34])[CH2:15]2)[CH:6]=[C:7]([C:9]([F:12])([F:11])[F:10])[CH:8]=1.C(C1CNC2C(=CC=CC=2)N1)C.CCN(C(C)C)C(C)C.Br[CH2:64][C:65]([NH2:67])=[O:66], predict the reaction product. The product is: [F:41][C:2]([F:1])([F:40])[C:3]1[CH:4]=[C:5]([CH:13]([C:35]2[N:36]=[N:37][N:38]([CH2:64][C:65]([NH2:67])=[O:66])[N:39]=2)[N:14]2[C:23]3[C:18](=[CH:19][CH:20]=[C:21]([C:24]([F:25])([F:26])[F:27])[CH:22]=3)[N:17]([C:28]([O:30][CH2:31][CH3:32])=[O:29])[CH:16]([CH2:33][CH3:34])[CH2:15]2)[CH:6]=[C:7]([C:9]([F:12])([F:11])[F:10])[CH:8]=1. (10) Given the reactants Cl[C:2]1[CH:3]=[N:4][C:5]2[CH2:11][CH2:10][N:9]([CH2:12][CH3:13])[CH2:8][CH2:7][C:6]=2[N:14]=1.[NH:15]1[CH2:20][CH2:19][NH:18][CH2:17][CH2:16]1, predict the reaction product. The product is: [CH2:12]([N:9]1[CH2:10][CH2:11][C:5]2[N:4]=[CH:3][C:2]([N:15]3[CH2:20][CH2:19][NH:18][CH2:17][CH2:16]3)=[N:14][C:6]=2[CH2:7][CH2:8]1)[CH3:13].